This data is from Reaction yield outcomes from USPTO patents with 853,638 reactions. The task is: Predict the reaction yield, written as a fraction of the theoretical maximum amount of product (1.0 means a 100% yield; for example, 0.34 means a 34% yield). (1) The reactants are [Cl:1][C:2]1[CH:7]=[CH:6][N:5]=[C:4]2[CH:8]=[C:9]([C:11]([O-:13])=O)[S:10][C:3]=12.[Li+].S(Cl)([Cl:17])=O. The catalyst is ClCCl. The product is [Cl:1][C:2]1[CH:7]=[CH:6][N:5]=[C:4]2[CH:8]=[C:9]([C:11]([Cl:17])=[O:13])[S:10][C:3]=12. The yield is 0.970. (2) The reactants are C[O:2][C:3]([C:5]1[C:14]([NH:15][C:16]2[CH:21]=[CH:20][CH:19]=[CH:18][C:17]=2[Cl:22])=[C:13]([F:23])[C:8]2=[N:9][O:10][C:11]([CH3:12])=[C:7]2[CH:6]=1)=[O:4].C1COCC1.[Li+].[OH-].Cl. The catalyst is O. The product is [Cl:22][C:17]1[CH:18]=[CH:19][CH:20]=[CH:21][C:16]=1[NH:15][C:14]1[C:5]([C:3]([OH:4])=[O:2])=[CH:6][C:7]2[C:8]([C:13]=1[F:23])=[N:9][O:10][C:11]=2[CH3:12]. The yield is 0.910.